Task: Predict the reactants needed to synthesize the given product.. Dataset: Full USPTO retrosynthesis dataset with 1.9M reactions from patents (1976-2016) (1) Given the product [N:1]1([C:10]2[S:14][C:13]([C:15]([NH2:28])=[O:17])=[C:12]([O:19][CH2:20][C:21]3[CH:26]=[CH:25][CH:24]=[CH:23][C:22]=3[CH3:27])[CH:11]=2)[C:5]2[CH:6]=[CH:7][CH:8]=[CH:9][C:4]=2[N:3]=[CH:2]1, predict the reactants needed to synthesize it. The reactants are: [N:1]1([C:10]2[S:14][C:13]([C:15]([O:17]C)=O)=[C:12]([O:19][CH2:20][C:21]3[CH:26]=[CH:25][CH:24]=[CH:23][C:22]=3[CH3:27])[CH:11]=2)[C:5]2[CH:6]=[CH:7][CH:8]=[CH:9][C:4]=2[N:3]=[CH:2]1.[NH3:28]. (2) Given the product [Br:21][C:16]1[CH:17]=[CH:18][CH:19]=[CH:20][C:15]=1[CH2:14][CH2:13][C:11]1[CH:12]=[C:8]([C:6]([OH:7])=[O:5])[NH:9][CH:10]=1, predict the reactants needed to synthesize it. The reactants are: [OH-].[Na+].C([O:5][C:6]([C:8]1[NH:9][CH:10]=[C:11]([CH2:13][CH2:14][C:15]2[CH:20]=[CH:19][CH:18]=[CH:17][C:16]=2[Br:21])[CH:12]=1)=[O:7])C. (3) Given the product [C:20]1([C:26]#[C:27][C:28]([NH:19][CH:16]2[CH2:17][CH2:18][N:13]([C:9]3[S:8][CH:12]=[CH:11][N:10]=3)[CH2:14][CH2:15]2)=[O:29])[CH:25]=[CH:24][CH:23]=[CH:22][CH:21]=1, predict the reactants needed to synthesize it. The reactants are: FC(F)(F)C(O)=O.[S:8]1[CH:12]=[CH:11][N:10]=[C:9]1[N:13]1[CH2:18][CH2:17][CH:16]([NH2:19])[CH2:15][CH2:14]1.[C:20]1([C:26]#[C:27][C:28](O)=[O:29])[CH:25]=[CH:24][CH:23]=[CH:22][CH:21]=1.CCN(C(C)C)C(C)C. (4) Given the product [CH3:1][C:2]1[S:6][C:5](/[CH:7]=[CH:12]/[N+:9]([O-:11])=[O:10])=[CH:4][CH:3]=1, predict the reactants needed to synthesize it. The reactants are: [CH3:1][C:2]1[S:6][C:5]([CH:7]=O)=[CH:4][CH:3]=1.[N+:9]([CH3:12])([O-:11])=[O:10].[OH-].[Na+].Cl. (5) Given the product [Br:13][C:14]1[CH:20]=[CH:19][CH:18]=[C:16]([N:17]=[C:5]=[O:11])[C:15]=1[CH3:21], predict the reactants needed to synthesize it. The reactants are: ClC(Cl)(O[C:5](=[O:11])OC(Cl)(Cl)Cl)Cl.[Br:13][C:14]1[C:15]([CH3:21])=[C:16]([CH:18]=[CH:19][CH:20]=1)[NH2:17].CCN(C(C)C)C(C)C. (6) Given the product [O:1]1[CH2:7][CH2:6][CH:5]([C:8]2[CH:9]=[C:10]([CH:13]=[CH:14][CH:15]=2)[C:11]#[N:12])[CH2:4][O:3][CH2:2]1, predict the reactants needed to synthesize it. The reactants are: [O:1]1[CH:7]=[CH:6][CH:5]([C:8]2[CH:9]=[C:10]([CH:13]=[CH:14][CH:15]=2)[C:11]#[N:12])[CH2:4][O:3][CH2:2]1. (7) Given the product [C:1]([O:5][C:6]([N:8]1[CH2:12][C@H:11]([F:13])[C@@H:10]([O:14][CH3:15])[C@H:9]1[C:16](=[O:24])[NH:17][C@@H:18]([C@H:19]1[CH2:21][C:20]1([Cl:22])[Cl:23])[CH3:26])=[O:7])([CH3:4])([CH3:2])[CH3:3], predict the reactants needed to synthesize it. The reactants are: [C:1]([O:5][C:6]([N:8]1[CH2:12][C@H:11]([F:13])[C@@H:10]([O:14][CH3:15])[C@H:9]1[C:16](=[O:24])[NH:17][CH2:18][C@H:19]1[CH2:21][C:20]1([Cl:23])[Cl:22])=[O:7])([CH3:4])([CH3:3])[CH3:2].Cl[C:26]1(Cl)C[C@@H]1[C@H](N)C.C(P1(=O)OP(CCC)(=O)OP(CCC)(=O)O1)CC. (8) Given the product [CH:1]1([CH2:7][O:8][C:9]2[CH:14]=[C:13]([O:15][CH2:16][CH2:17][O:18][CH3:19])[CH:12]=[CH:11][C:10]=2/[CH:20]=[CH:21]/[C:22]([NH:43][S:40]([CH2:35][CH2:36][CH2:37][CH2:38][CH3:39])(=[O:42])=[O:41])=[O:24])[CH2:2][CH2:3][CH2:4][CH2:5][CH2:6]1, predict the reactants needed to synthesize it. The reactants are: [CH:1]1([CH2:7][O:8][C:9]2[CH:14]=[C:13]([O:15][CH2:16][CH2:17][O:18][CH3:19])[CH:12]=[CH:11][C:10]=2/[CH:20]=[CH:21]/[C:22]([OH:24])=O)[CH2:6][CH2:5][CH2:4][CH2:3][CH2:2]1.Cl.CN(C)CCCN=C=N.[CH2:35]([S:40]([NH2:43])(=[O:42])=[O:41])[CH2:36][CH2:37][CH2:38][CH3:39]. (9) Given the product [Cl:1][C:2]1[CH:3]=[CH:4][C:5]([C:28]([F:31])([F:30])[F:29])=[C:6]([CH:27]=1)[CH2:7][N:8]1[CH2:13][CH2:12][NH:11][C:10]2[N:14]=[CH:15][C:16]([C:18]3[CH:19]=[C:20]([CH:24]=[CH:25][CH:26]=3)[C:21]([NH:32][CH2:33][C:34]3[CH:39]=[CH:38][N:37]=[CH:36][CH:35]=3)=[O:23])=[CH:17][C:9]1=2, predict the reactants needed to synthesize it. The reactants are: [Cl:1][C:2]1[CH:3]=[CH:4][C:5]([C:28]([F:31])([F:30])[F:29])=[C:6]([CH:27]=1)[CH2:7][N:8]1[CH2:13][CH2:12][NH:11][C:10]2[N:14]=[CH:15][C:16]([C:18]3[CH:19]=[C:20]([CH:24]=[CH:25][CH:26]=3)[C:21]([OH:23])=O)=[CH:17][C:9]1=2.[NH2:32][CH2:33][C:34]1[CH:39]=[CH:38][N:37]=[CH:36][CH:35]=1. (10) Given the product [C:1]([C:5]1[N:9]([CH2:10][CH2:11][C:12]2[CH:13]=[CH:14][CH:15]=[CH:16][CH:17]=2)[C:8]([CH3:18])=[C:7]([C:19]([OH:21])=[O:20])[CH:6]=1)([CH3:4])([CH3:2])[CH3:3], predict the reactants needed to synthesize it. The reactants are: [C:1]([C:5]1[N:9]([CH2:10][CH2:11][C:12]2[CH:17]=[CH:16][CH:15]=[CH:14][CH:13]=2)[C:8]([CH3:18])=[C:7]([C:19]([O:21]CC)=[O:20])[CH:6]=1)([CH3:4])([CH3:3])[CH3:2].[OH-].[K+].Cl.